From a dataset of Forward reaction prediction with 1.9M reactions from USPTO patents (1976-2016). Predict the product of the given reaction. (1) Given the reactants [N+:1]([C:4]1[CH:11]=[CH:10][C:7]([CH2:8]O)=[CH:6][CH:5]=1)([O-:3])=[O:2].[I-].[C:13]([CH2:15][P+](C)(C)C)#[N:14].C(#N)CC.C(N(C(C)C)CC)(C)C, predict the reaction product. The product is: [N+:1]([C:4]1[CH:11]=[CH:10][C:7]([CH2:8][CH2:15][C:13]#[N:14])=[CH:6][CH:5]=1)([O-:3])=[O:2]. (2) Given the reactants [O:1]1[C:5]2[CH:6]=[CH:7][CH:8]=[CH:9][C:4]=2[CH:3]=[C:2]1[C:10]1[CH:22]=[CH:21][C:13]([C:14]([O:16]C(C)(C)C)=[O:15])=[C:12]([NH:23][C:24](=[O:32])[C:25]2[CH:30]=[CH:29][C:28]([F:31])=[CH:27][CH:26]=2)[CH:11]=1, predict the reaction product. The product is: [O:1]1[C:5]2[CH:6]=[CH:7][CH:8]=[CH:9][C:4]=2[CH:3]=[C:2]1[C:10]1[CH:22]=[CH:21][C:13]([C:14]([OH:16])=[O:15])=[C:12]([NH:23][C:24](=[O:32])[C:25]2[CH:26]=[CH:27][C:28]([F:31])=[CH:29][CH:30]=2)[CH:11]=1. (3) Given the reactants [C:1]([O:5][C:6]([N:8]1[CH2:12][C@@H:11]([CH2:13][C@H:14]([CH2:18][C:19]2[CH:24]=[CH:23][C:22]([O:25][CH3:26])=[C:21]([O:27][CH2:28][CH2:29][CH2:30][O:31][CH3:32])[CH:20]=2)[CH:15]([CH3:17])[CH3:16])[C@H:10]([NH2:33])[CH2:9]1)=[O:7])([CH3:4])([CH3:3])[CH3:2].Cl[C:35]([O:37][CH2:38][C:39]1[CH:44]=[CH:43][CH:42]=[CH:41][CH:40]=1)=[O:36].C(N(CC)CC)C, predict the reaction product. The product is: [C:1]([O:5][C:6]([N:8]1[CH2:12][C@@H:11]([CH2:13][C@H:14]([CH2:18][C:19]2[CH:24]=[CH:23][C:22]([O:25][CH3:26])=[C:21]([O:27][CH2:28][CH2:29][CH2:30][O:31][CH3:32])[CH:20]=2)[CH:15]([CH3:16])[CH3:17])[C@H:10]([NH:33][C:35]([O:37][CH2:38][C:39]2[CH:44]=[CH:43][CH:42]=[CH:41][CH:40]=2)=[O:36])[CH2:9]1)=[O:7])([CH3:2])([CH3:4])[CH3:3]. (4) Given the reactants [CH3:1]C([O-])(C)C.[K+].[CH3:7][S:8]([C:11]1[CH:12]=[C:13]([CH:17]=[CH:18][C:19]#[N:20])[CH:14]=[CH:15][CH:16]=1)(=[O:10])=[O:9].CC1C=CC(S([CH2:31][N+:32]#[C-])(=O)=O)=CC=1, predict the reaction product. The product is: [CH3:7][S:8]([C:11]1[CH:12]=[C:13]([C:17]2[C:18]([C:31]#[N:32])=[CH:19][NH:20][CH:1]=2)[CH:14]=[CH:15][CH:16]=1)(=[O:9])=[O:10]. (5) Given the reactants Br[C:2]1[CH:3]=[N:4][C:5]([O:8][CH2:9][CH:10]2[CH2:12][CH2:11]2)=[N:6][CH:7]=1.C([Sn](CCCC)(CCCC)[C:18]([O:20][CH2:21][CH3:22])=[CH2:19])CCC.[F-].[Cs+], predict the reaction product. The product is: [CH:10]1([CH2:9][O:8][C:5]2[N:4]=[CH:3][C:2]([C:18]([O:20][CH2:21][CH3:22])=[CH2:19])=[CH:7][N:6]=2)[CH2:12][CH2:11]1.